From a dataset of Peptide-MHC class II binding affinity with 134,281 pairs from IEDB. Regression. Given a peptide amino acid sequence and an MHC pseudo amino acid sequence, predict their binding affinity value. This is MHC class II binding data. (1) The binding affinity (normalized) is 0.178. The MHC is HLA-DQA10102-DQB10602 with pseudo-sequence HLA-DQA10102-DQB10602. The peptide sequence is GAMAKKGQEDKLRKA. (2) The peptide sequence is LCSDKQPCNGVTMND. The MHC is HLA-DPA10201-DPB10101 with pseudo-sequence HLA-DPA10201-DPB10101. The binding affinity (normalized) is 0.187. (3) The peptide sequence is VLDILTANKLIRQKL. The MHC is H-2-IAb with pseudo-sequence H-2-IAb. The binding affinity (normalized) is 0.234. (4) The MHC is HLA-DPA10103-DPB10401 with pseudo-sequence HLA-DPA10103-DPB10401. The peptide sequence is MFFSTMKRPSREKQD. The binding affinity (normalized) is 0.120.